This data is from Forward reaction prediction with 1.9M reactions from USPTO patents (1976-2016). The task is: Predict the product of the given reaction. (1) The product is: [CH:1]1([NH:5][S:6]([C:9]2[CH:10]=[C:11]3[C:16](=[CH:17][CH:18]=2)[NH:15][CH:14]([C:19]2[CH:20]=[C:21]([NH:29][C:30]4([C:33]([OH:35])=[O:34])[CH2:32][CH2:31]4)[CH:22]=[C:23]([F:25])[CH:24]=2)[CH2:13][C:12]3([CH3:28])[CH3:27])(=[O:8])=[O:7])[CH2:4][CH2:3][CH2:2]1. Given the reactants [CH:1]1([NH:5][S:6]([C:9]2[CH:10]=[C:11]3[C:16](=[CH:17][CH:18]=2)[NH:15][CH:14]([C:19]2[CH:24]=[C:23]([F:25])[CH:22]=[C:21](Br)[CH:20]=2)[CH2:13][C:12]3([CH3:28])[CH3:27])(=[O:8])=[O:7])[CH2:4][CH2:3][CH2:2]1.[NH2:29][C:30]1([C:33]([OH:35])=[O:34])[CH2:32][CH2:31]1.C(=O)([O-])[O-].[K+].[K+], predict the reaction product. (2) Given the reactants [CH:1]1[C:10]2[C:5](=[CH:6][CH:7]=[CH:8][CH:9]=2)[CH:4]=[CH:3][C:2]=1[C:11]([OH:13])=O.[NH2:14][CH2:15][C:16]([N:18]([O:20][CH3:21])[CH3:19])=[O:17].CCN(C(C)C)C(C)C.F[P-](F)(F)(F)(F)F.N1(O[P+](N(C)C)(N(C)C)N(C)C)C2C=CC=CC=2N=N1.C([O-])(O)=O.[Na+], predict the reaction product. The product is: [CH3:21][O:20][N:18]([CH3:19])[C:16](=[O:17])[CH2:15][NH:14][C:11]([C:2]1[CH:3]=[CH:4][C:5]2[C:10](=[CH:9][CH:8]=[CH:7][CH:6]=2)[CH:1]=1)=[O:13]. (3) Given the reactants [O:1]1[CH2:6][CH2:5][CH:4]([OH:7])[CH2:3][CH2:2]1.[H-].[Na+].F[C:11]1[CH:16]=[C:15]([O:17]COC)[CH:14]=[CH:13][C:12]=1[N+:21]([O-:23])=[O:22].Cl, predict the reaction product. The product is: [N+:21]([C:12]1[CH:13]=[CH:14][C:15]([OH:17])=[CH:16][C:11]=1[O:7][CH:4]1[CH2:5][CH2:6][O:1][CH2:2][CH2:3]1)([O-:23])=[O:22]. (4) Given the reactants [CH3:1][Si:2]([CH3:41])([CH3:40])[CH2:3][CH2:4][O:5][CH2:6][N:7]([CH2:32][O:33][CH2:34][CH2:35][Si:36]([CH3:39])([CH3:38])[CH3:37])[C:8]1[N:13]2[N:14]=[CH:15][CH:16]=[C:12]2[N:11]=[C:10]([CH:17]2[CH2:23][CH:22]3[N:24]([C:25]([O:27][C:28]([CH3:31])([CH3:30])[CH3:29])=[O:26])[CH:19]([CH2:20][CH2:21]3)[CH2:18]2)[CH:9]=1.[I:42]N1C(=O)CCC1=O, predict the reaction product. The product is: [CH3:39][Si:36]([CH3:38])([CH3:37])[CH2:35][CH2:34][O:33][CH2:32][N:7]([CH2:6][O:5][CH2:4][CH2:3][Si:2]([CH3:1])([CH3:40])[CH3:41])[C:8]1[N:13]2[N:14]=[CH:15][C:16]([I:42])=[C:12]2[N:11]=[C:10]([CH:17]2[CH2:23][CH:22]3[N:24]([C:25]([O:27][C:28]([CH3:31])([CH3:30])[CH3:29])=[O:26])[CH:19]([CH2:20][CH2:21]3)[CH2:18]2)[CH:9]=1.